From a dataset of Reaction yield outcomes from USPTO patents with 853,638 reactions. Predict the reaction yield, written as a fraction of the theoretical maximum amount of product (1.0 means a 100% yield; for example, 0.34 means a 34% yield). (1) The reactants are C[O:2][C:3](=O)[CH2:4][N:5]([CH3:19])[C:6]1[C:15]([N+:16]([O-])=O)=[CH:14][C:9]([C:10]([O:12][CH3:13])=[O:11])=[CH:8][N:7]=1.P(OC1C=CC=CC=1)(OC1C=CC=CC=1)OC1C=CC=CC=1.[H][H]. The catalyst is ClCCl.[NH4+].[O-][V](=O)=O.[Pt]. The product is [CH3:19][N:5]1[CH2:4][C:3](=[O:2])[NH:16][C:15]2[CH:14]=[C:9]([C:10]([O:12][CH3:13])=[O:11])[CH:8]=[N:7][C:6]1=2. The yield is 0.680. (2) The reactants are [P:1]([O:19][C:20]([C:49]1[CH:54]=[CH:53][C:52]([F:55])=[CH:51][C:50]=1[F:56])([CH2:43][N:44]1[CH:48]=[N:47][CH:46]=[N:45]1)[CH2:21][N:22]1[CH:26]=[N:25][C:24](/[CH:27]=[CH:28]/[C:29]2[CH:34]=[CH:33][C:32]([O:35][CH2:36][C:37]([F:42])([F:41])[CH:38]([F:40])[F:39])=[CH:31][CH:30]=2)=[N:23]1)([O:11]CC1C=CC=CC=1)([O:3]CC1C=CC=CC=1)=[O:2].Br[Si](C)(C)C.N1C=CC=CC=1.[OH-].[Na+].S(=O)(=O)(O)O. The catalyst is C(Cl)Cl. The product is [P:1]([OH:11])([OH:3])([O:19][C:20]([C:49]1[CH:54]=[CH:53][C:52]([F:55])=[CH:51][C:50]=1[F:56])([CH2:43][N:44]1[CH:48]=[N:47][CH:46]=[N:45]1)[CH2:21][N:22]1[CH:26]=[N:25][C:24](/[CH:27]=[CH:28]/[C:29]2[CH:30]=[CH:31][C:32]([O:35][CH2:36][C:37]([F:41])([F:42])[CH:38]([F:40])[F:39])=[CH:33][CH:34]=2)=[N:23]1)=[O:2]. The yield is 0.880. (3) The reactants are C(OC([N:11]1[CH2:16][CH2:15][CH:14]([C:17]([NH:19][C:20]2[S:21][C:22]([N:30]3[CH2:35][CH2:34][O:33][CH2:32][CH2:31]3)=[C:23]([C:25]3[O:26][CH:27]=[CH:28][CH:29]=3)[N:24]=2)=[O:18])[CH2:13][CH2:12]1)=O)C1C=CC=CC=1.CSC.N. The catalyst is ClCCl. The product is [O:26]1[CH:27]=[CH:28][CH:29]=[C:25]1[C:23]1[N:24]=[C:20]([NH:19][C:17]([CH:14]2[CH2:15][CH2:16][NH:11][CH2:12][CH2:13]2)=[O:18])[S:21][C:22]=1[N:30]1[CH2:35][CH2:34][O:33][CH2:32][CH2:31]1. The yield is 0.380. (4) The reactants are [C:1]([O:5][C:6]([N:8]1[CH2:13][CH2:12][NH:11][C@@H:10]([C:14]([CH3:17])([CH3:16])[CH3:15])[CH2:9]1)=[O:7])([CH3:4])([CH3:3])[CH3:2].[H-].[Na+].Cl[C:21]1[O:22][C:23]2[C:24](=[C:26]([C:30]([O:32][CH3:33])=[O:31])[CH:27]=[CH:28][CH:29]=2)[N:25]=1. The catalyst is COCCOC. The product is [C:1]([O:5][C:6]([N:8]1[CH2:13][CH2:12][N:11]([C:21]2[O:22][C:23]3[C:24](=[C:26]([C:30]([O:32][CH3:33])=[O:31])[CH:27]=[CH:28][CH:29]=3)[N:25]=2)[C@@H:10]([C:14]([CH3:17])([CH3:16])[CH3:15])[CH2:9]1)=[O:7])([CH3:4])([CH3:3])[CH3:2]. The yield is 0.390. (5) The reactants are S(=O)(=O)(O)O.[CH:6]1([NH:11][C:12]2[N:17]=[C:16]([C:18]3[C:19]([CH:27]([C:29]4[CH:34]=[CH:33][CH:32]=[CH:31][CH:30]=4)O)=[N:20][N:21]4[CH:26]=[CH:25][CH:24]=[CH:23][C:22]=34)[CH:15]=[CH:14][N:13]=2)[CH2:10][CH2:9][CH2:8][CH2:7]1.[H][H]. The catalyst is C(O)C.[Pd]. The product is [CH2:27]([C:19]1[C:18]([C:16]2[CH:15]=[CH:14][N:13]=[C:12]([NH:11][CH:6]3[CH2:7][CH2:8][CH2:9][CH2:10]3)[N:17]=2)=[C:22]2[CH:23]=[CH:24][CH:25]=[CH:26][N:21]2[N:20]=1)[C:29]1[CH:30]=[CH:31][CH:32]=[CH:33][CH:34]=1. The yield is 0.660. (6) The reactants are Cl[C:2]1[N:7]=[N:6][C:5]([C:8]([NH2:10])=[O:9])=[C:4]([NH:11][C:12]2[CH:17]=[CH:16][CH:15]=[C:14]([CH2:18][CH3:19])[N:13]=2)[CH:3]=1.[NH2:20][C@@H:21]1[CH2:26][CH2:25][CH2:24][CH2:23][C@@H:22]1[NH:27][C:28](=[O:34])[O:29][C:30]([CH3:33])([CH3:32])[CH3:31]. The catalyst is CN1CCCC1=O. The product is [C:30]([O:29][C:28](=[O:34])[NH:27][C@H:22]1[CH2:23][CH2:24][CH2:25][CH2:26][C@H:21]1[NH:20][C:2]1[N:7]=[N:6][C:5]([C:8](=[O:9])[NH2:10])=[C:4]([NH:11][C:12]2[CH:17]=[CH:16][CH:15]=[C:14]([CH2:18][CH3:19])[N:13]=2)[CH:3]=1)([CH3:33])([CH3:31])[CH3:32]. The yield is 0.460. (7) The reactants are [F:1][C:2]1([C:31]2[CH:36]=[CH:35][C:34]([F:37])=[CH:33][CH:32]=2)[CH2:7][CH2:6][N:5]([C:8]([C:10]2[CH:11]=[N:12][C:13]3[N:14]([N:25]=[CH:26][C:27]=3[C:28](O)=[O:29])[C:15]=2[NH:16][C:17]2[CH:22]=[CH:21][C:20]([F:23])=[CH:19][C:18]=2[CH3:24])=[O:9])[CH2:4][CH2:3]1.[CH2:38]([S:40]([NH2:43])(=[O:42])=[O:41])[CH3:39]. No catalyst specified. The product is [F:1][C:2]1([C:31]2[CH:32]=[CH:33][C:34]([F:37])=[CH:35][CH:36]=2)[CH2:3][CH2:4][N:5]([C:8]([C:10]2[CH:11]=[N:12][C:13]3[N:14]([N:25]=[CH:26][C:27]=3[C:28]([NH:43][S:40]([CH2:38][CH3:39])(=[O:42])=[O:41])=[O:29])[C:15]=2[NH:16][C:17]2[CH:22]=[CH:21][C:20]([F:23])=[CH:19][C:18]=2[CH3:24])=[O:9])[CH2:6][CH2:7]1. The yield is 0.300.